This data is from Catalyst prediction with 721,799 reactions and 888 catalyst types from USPTO. The task is: Predict which catalyst facilitates the given reaction. (1) Reactant: Cl.[Cl:2][C:3]1[CH:19]=[CH:18][C:6]2[NH:7][C:8]([C:10]3([C:16]#[N:17])[CH2:15][CH2:14][NH:13][CH2:12][CH2:11]3)=[N:9][C:5]=2[CH:4]=1.[CH:20]1[C:24]2[C:25](Cl)=[N:26][CH:27]=[N:28][C:23]=2[NH:22][CH:21]=1.C(N(CC)CC)C. Product: [Cl:2][C:3]1[CH:19]=[CH:18][C:6]2[NH:7][C:8]([C:10]3([C:16]#[N:17])[CH2:15][CH2:14][N:13]([C:25]4[C:24]5[CH:20]=[CH:21][NH:22][C:23]=5[N:28]=[CH:27][N:26]=4)[CH2:12][CH2:11]3)=[N:9][C:5]=2[CH:4]=1. The catalyst class is: 44. (2) Reactant: C([N:8]1[CH2:13][CH2:12][N:11](CC2C=CC=CC=2)[CH2:10][C@@H:9]1[CH2:21][N:22]([C:27]1[CH:32]=[CH:31][CH:30]=[CH:29][CH:28]=1)[S:23]([CH3:26])(=[O:25])=[O:24])C1C=CC=CC=1.CC(O)=O.CCO. Product: [C:27]1([N:22]([CH2:21][C@H:9]2[CH2:10][NH:11][CH2:12][CH2:13][NH:8]2)[S:23]([CH3:26])(=[O:25])=[O:24])[CH:28]=[CH:29][CH:30]=[CH:31][CH:32]=1. The catalyst class is: 350. (3) Reactant: [F:1][C:2]([F:47])([F:46])[C:3]1[CH:4]=[C:5]([C:13]([N:15]([CH3:45])[C@@H:16]2[CH2:21][CH2:20][N:19]([C:22]([CH:24]3[CH2:29][CH2:28][N:27](C(OC(C)(C)C)=O)[CH2:26][CH2:25]3)=[O:23])[CH2:18][C@H:17]2[C:37]2[CH:42]=[CH:41][C:40]([Cl:43])=[C:39]([Cl:44])[CH:38]=2)=[O:14])[CH:6]=[C:7]([C:9]([F:12])([F:11])[F:10])[CH:8]=1.Cl.C(OCC)(=O)C. Product: [ClH:43].[Cl:44][C:39]1[CH:38]=[C:37]([C@H:17]2[C@H:16]([N:15]([CH3:45])[C:13](=[O:14])[C:5]3[CH:6]=[C:7]([C:9]([F:11])([F:10])[F:12])[CH:8]=[C:3]([C:2]([F:46])([F:1])[F:47])[CH:4]=3)[CH2:21][CH2:20][N:19]([C:22]([CH:24]3[CH2:29][CH2:28][NH:27][CH2:26][CH2:25]3)=[O:23])[CH2:18]2)[CH:42]=[CH:41][C:40]=1[Cl:43]. The catalyst class is: 13. (4) Reactant: Cl.NC[C:4]1[CH:14]=[CH:13][C:7]([C:8]([O:10][CH2:11][CH3:12])=[O:9])=[C:6]([OH:15])[CH:5]=1.[CH:16]([N:19](CC)C(C)C)(C)C.C1(=O)N(O[C:31](=[O:45])[CH2:32][CH2:33][CH2:34][CH2:35][CH2:36][NH:37][C:38]([O:40][C:41]([CH3:44])([CH3:43])[CH3:42])=[O:39])C(=O)CC1. Product: [C:41]([O:40][C:38]([NH:37][CH2:36][CH2:35][CH2:34][CH2:33][CH2:32][C:31]([NH:19][CH2:16][C:5]1[C:6]([OH:15])=[C:7]([CH:13]=[CH:14][CH:4]=1)[C:8]([O:10][CH2:11][CH3:12])=[O:9])=[O:45])=[O:39])([CH3:42])([CH3:43])[CH3:44]. The catalyst class is: 42.